Predict the reaction yield, written as a fraction of the theoretical maximum amount of product (1.0 means a 100% yield; for example, 0.34 means a 34% yield). From a dataset of Reaction yield outcomes from USPTO patents with 853,638 reactions. (1) The yield is 0.380. The product is [ClH:37].[CH3:1][S:2]([C:5]1[CH:6]=[CH:7][C:8]([C:11]2[S:15][C:14]3[CH:16]=[C:17]([OH:20])[CH:18]=[CH:19][C:13]=3[C:12]=2[O:21][C:22]2[CH:27]=[CH:26][C:25]([O:28][CH2:29][CH2:30][N:31]3[CH2:36][CH2:35][CH2:34][CH2:33][CH2:32]3)=[CH:24][CH:23]=2)=[CH:9][CH:10]=1)(=[O:3])=[O:4]. The reactants are [CH3:1][S:2]([C:5]1[CH:10]=[CH:9][C:8]([C:11]2[S:15][C:14]3[CH:16]=[C:17]([OH:20])[CH:18]=[CH:19][C:13]=3[C:12]=2[O:21][C:22]2[CH:27]=[CH:26][C:25]([O:28][CH2:29][CH2:30][N:31]3[CH2:36][CH2:35][CH2:34][CH2:33][CH2:32]3)=[CH:24][CH:23]=2)=[CH:7][CH:6]=1)(=[O:4])=[O:3].[ClH:37]. The catalyst is C(OCC)(=O)C.C(OCC)C. (2) The reactants are ClC(Cl)(O[C:5](=[O:11])OC(Cl)(Cl)Cl)Cl.[F:13][C:14]([F:22])([F:21])[CH:15]([OH:20])[C:16]([F:19])([F:18])[F:17].C(N(CC)C(C)C)(C)C.[CH3:32][C:33]1[C:38]([CH2:39][N:40]2[CH2:45][CH2:44][NH:43][CH2:42][CH2:41]2)=[CH:37][CH:36]=[C:35]([C:46]2[CH:51]=[CH:50][CH:49]=[CH:48][C:47]=2[CH3:52])[N:34]=1. The catalyst is O.ClCCl. The product is [CH3:32][C:33]1[C:38]([CH2:39][N:40]2[CH2:41][CH2:42][N:43]([C:5]([O:20][CH:15]([C:16]([F:19])([F:18])[F:17])[C:14]([F:22])([F:21])[F:13])=[O:11])[CH2:44][CH2:45]2)=[CH:37][CH:36]=[C:35]([C:46]2[CH:51]=[CH:50][CH:49]=[CH:48][C:47]=2[CH3:52])[N:34]=1. The yield is 0.430. (3) The reactants are [I:1]N1C(=O)CCC1=O.[CH3:9][O:10][C:11](=[O:24])[CH:12]=[C:13]([C:15]1[CH:16]=[CH:17][C:18]2[N:19]([CH:21]=[CH:22][N:23]=2)[CH:20]=1)[CH3:14]. The catalyst is C(#N)C.C(OCC)(=O)C. The product is [CH3:9][O:10][C:11](=[O:24])[CH:12]=[C:13]([C:15]1[CH:16]=[CH:17][C:18]2[N:19]([C:21]([I:1])=[CH:22][N:23]=2)[CH:20]=1)[CH3:14]. The yield is 0.480. (4) The reactants are [OH:1][C:2]1[CH:3]=[C:4]([CH:9]=[C:10]([OH:12])[CH:11]=1)[C:5]([O:7][CH3:8])=[O:6].C(=O)([O-])[O-].[K+].[K+].[CH2:19](Br)[C:20]1[CH:25]=[CH:24][CH:23]=[CH:22][CH:21]=1. The catalyst is CN(C=O)C. The product is [OH:1][C:2]1[CH:3]=[C:4]([CH:9]=[C:10]([O:12][CH2:19][C:20]2[CH:25]=[CH:24][CH:23]=[CH:22][CH:21]=2)[CH:11]=1)[C:5]([O:7][CH3:8])=[O:6]. The yield is 0.210. (5) The reactants are [CH3:1][O:2][CH2:3][CH2:4][O:5][C:6]1[CH:11]=[CH:10][C:9]([CH2:12][CH2:13][C:14]([O-])=[O:15])=[C:8]([O:17][CH2:18][CH:19]2[CH2:23][CH2:22][CH2:21][O:20]2)[CH:7]=1.[H-].C([Al+]CC(C)C)C(C)C.O.O.O.O.O.O.O.O.O.O.S([O-])([O-])(=O)=O.[Na+].[Na+].C(OCC)C. The catalyst is O1CCCC1.C1(C)C=CC=CC=1. The product is [CH3:1][O:2][CH2:3][CH2:4][O:5][C:6]1[CH:11]=[CH:10][C:9]([CH2:12][CH2:13][CH2:14][OH:15])=[C:8]([O:17][CH2:18][CH:19]2[CH2:23][CH2:22][CH2:21][O:20]2)[CH:7]=1. The yield is 0.540. (6) The reactants are [CH:1]([O:4][C:5]1[CH:6]=[C:7]([CH:10]=[CH:11][C:12]=1[O:13][CH3:14])[CH:8]=[O:9])([CH3:3])[CH3:2].[I:15]I. The catalyst is C(Cl)(Cl)Cl.FC(F)(F)C([O-])=O.[Ag+]. The product is [I:15][C:10]1[CH:11]=[C:12]([O:13][CH3:14])[C:5]([O:4][CH:1]([CH3:3])[CH3:2])=[CH:6][C:7]=1[CH:8]=[O:9]. The yield is 0.930.